Dataset: Peptide-MHC class I binding affinity with 185,985 pairs from IEDB/IMGT. Task: Regression. Given a peptide amino acid sequence and an MHC pseudo amino acid sequence, predict their binding affinity value. This is MHC class I binding data. (1) The peptide sequence is GRIDKPILK. The MHC is HLA-A69:01 with pseudo-sequence HLA-A69:01. The binding affinity (normalized) is 0.0847. (2) The peptide sequence is YCLDFLFDV. The MHC is HLA-A02:02 with pseudo-sequence HLA-A02:02. The binding affinity (normalized) is 0.0979. (3) The peptide sequence is KMSPGYVLGV. The MHC is HLA-A02:17 with pseudo-sequence HLA-A02:17. The binding affinity (normalized) is 0.465.